From a dataset of Catalyst prediction with 721,799 reactions and 888 catalyst types from USPTO. Predict which catalyst facilitates the given reaction. (1) Reactant: [NH2:1][C@@H:2]([CH2:7][CH2:8][N:9]=[N+:10]=[N-:11])[C:3]([O:5][CH3:6])=[O:4].[C:12]([O:16][C:17](=[O:35])[CH2:18][CH2:19][CH2:20][CH2:21][CH2:22][CH2:23][CH2:24][CH2:25][CH2:26][CH2:27][CH2:28][CH2:29][CH2:30][CH2:31][C:32](O)=[O:33])([CH3:15])([CH3:14])[CH3:13].CCN(C(C)C)C(C)C.CN(C(ON1N=NC2C=CC=CC1=2)=[N+](C)C)C.F[P-](F)(F)(F)(F)F. Product: [N:9]([CH2:8][CH2:7][C@H:2]([NH:1][C:32](=[O:33])[CH2:31][CH2:30][CH2:29][CH2:28][CH2:27][CH2:26][CH2:25][CH2:24][CH2:23][CH2:22][CH2:21][CH2:20][CH2:19][CH2:18][C:17]([O:16][C:12]([CH3:14])([CH3:13])[CH3:15])=[O:35])[C:3]([O:5][CH3:6])=[O:4])=[N+:10]=[N-:11]. The catalyst class is: 1. (2) Reactant: [Si:1]([O:8][CH2:9][C:10]([NH:13][C:14]([C:16]1[C:20]2=[N:21][C:22]([C:25]3[C:33]4[C:28](=[CH:29][C:30]([F:34])=[CH:31][CH:32]=4)[N:27]([CH2:35][CH2:36][C:37](=[O:39])[CH3:38])[N:26]=3)=[CH:23][N:24]=[C:19]2[N:18]([C:40]([C:53]2[CH:58]=[CH:57][CH:56]=[CH:55][CH:54]=2)([C:47]2[CH:52]=[CH:51][CH:50]=[CH:49][CH:48]=2)[C:41]2[CH:46]=[CH:45][CH:44]=[CH:43][CH:42]=2)[CH:17]=1)=[O:15])([CH3:12])[CH3:11])([C:4]([CH3:7])([CH3:6])[CH3:5])([CH3:3])[CH3:2].[BH4-].[Na+].[NH4+].[Cl-]. Product: [Si:1]([O:8][CH2:9][C:10]([NH:13][C:14]([C:16]1[C:20]2=[N:21][C:22]([C:25]3[C:33]4[C:28](=[CH:29][C:30]([F:34])=[CH:31][CH:32]=4)[N:27]([CH2:35][CH2:36][CH:37]([OH:39])[CH3:38])[N:26]=3)=[CH:23][N:24]=[C:19]2[N:18]([C:40]([C:53]2[CH:54]=[CH:55][CH:56]=[CH:57][CH:58]=2)([C:41]2[CH:42]=[CH:43][CH:44]=[CH:45][CH:46]=2)[C:47]2[CH:48]=[CH:49][CH:50]=[CH:51][CH:52]=2)[CH:17]=1)=[O:15])([CH3:11])[CH3:12])([C:4]([CH3:7])([CH3:5])[CH3:6])([CH3:3])[CH3:2]. The catalyst class is: 5. (3) Reactant: [H-].[Li+].[Al+3].[H-].[H-].[H-].[OH:7][C:8]1[CH:9]=[C:10]([CH:15]=[C:16]([O:18][CH2:19][O:20][CH3:21])[CH:17]=1)[C:11](OC)=[O:12].O.[OH-].[Na+]. Product: [OH:12][CH2:11][C:10]1[CH:9]=[C:8]([OH:7])[CH:17]=[C:16]([O:18][CH2:19][O:20][CH3:21])[CH:15]=1. The catalyst class is: 7. (4) Reactant: [CH2:1]([O:3][C:4]([C:6]1[CH:15]=[C:14]([O:16][CH2:17][C:18]([OH:20])=O)[C:13]2[C:8](=[CH:9][C:10]([CH3:21])=[CH:11][CH:12]=2)[N:7]=1)=[O:5])[CH3:2].C(Cl)CCl.FC1C(O)=C(F)C(F)=C(F)C=1F.FC(F)(F)C(O)=O.[CH:45]1([NH:49][C:50]([C@@H:52]2[CH2:56][CH2:55][CH2:54][NH:53]2)=[O:51])[CH2:48][CH2:47][CH2:46]1. Product: [CH2:1]([O:3][C:4]([C:6]1[CH:15]=[C:14]([O:16][CH2:17][C:18]([N:53]2[CH2:54][CH2:55][CH2:56][C@H:52]2[C:50](=[O:51])[NH:49][CH:45]2[CH2:46][CH2:47][CH2:48]2)=[O:20])[C:13]2[C:8](=[CH:9][C:10]([CH3:21])=[CH:11][CH:12]=2)[N:7]=1)=[O:5])[CH3:2]. The catalyst class is: 34. (5) Product: [CH2:13]([O:20][S:1]([CH3:4])(=[O:3])=[O:2])[C:14]1[CH:19]=[CH:18][CH:17]=[CH:16][CH:15]=1. The catalyst class is: 22. Reactant: [S:1](Cl)([CH3:4])(=[O:3])=[O:2].C(N(CC)CC)C.[CH2:13]([OH:20])[C:14]1[CH:19]=[CH:18][CH:17]=[CH:16][CH:15]=1. (6) Reactant: [CH2:1]([O:8][C:9](=[O:19])[C:10]1[C:15]([Cl:16])=[CH:14][CH:13]=[C:12]([NH2:17])[C:11]=1[F:18])[C:2]1[CH:7]=[CH:6][CH:5]=[CH:4][CH:3]=1.N1C=CC=CC=1.[CH2:26]([S:29](Cl)(=[O:31])=[O:30])[CH2:27][CH3:28].O. Product: [CH2:1]([O:8][C:9](=[O:19])[C:10]1[C:15]([Cl:16])=[CH:14][CH:13]=[C:12]([NH:17][S:29]([CH2:26][CH2:27][CH3:28])(=[O:31])=[O:30])[C:11]=1[F:18])[C:2]1[CH:3]=[CH:4][CH:5]=[CH:6][CH:7]=1. The catalyst class is: 2. (7) Reactant: [CH3:1][O:2][C:3]([C:5]1[CH:10]=[C:9]([CH3:11])[N:8]=[C:7](Cl)[N:6]=1)=[O:4].[C:13]1([CH:19]2[CH2:24][CH2:23][NH:22][CH2:21][CH2:20]2)[CH:18]=[CH:17][CH:16]=[CH:15][CH:14]=1.C(=O)(O)[O-].[Na+]. Product: [CH3:1][O:2][C:3]([C:5]1[CH:10]=[C:9]([CH3:11])[N:8]=[C:7]([N:22]2[CH2:23][CH2:24][CH:19]([C:13]3[CH:18]=[CH:17][CH:16]=[CH:15][CH:14]=3)[CH2:20][CH2:21]2)[N:6]=1)=[O:4]. The catalyst class is: 4. (8) Product: [CH3:24][O:23][C:18]1[CH:19]=[CH:20][CH:21]=[CH:22][C:17]=1[C:13]1[CH:14]=[CH:15][CH:16]=[C:11]([N:9]2[CH:10]=[C:6]([C:4]([OH:5])=[O:3])[N:7]=[CH:8]2)[CH:12]=1. The catalyst class is: 8. Reactant: C([O:3][C:4]([C:6]1[N:7]=[CH:8][N:9]([C:11]2[CH:12]=[C:13]([C:17]3[CH:22]=[CH:21][CH:20]=[CH:19][C:18]=3[O:23][CH3:24])[CH:14]=[CH:15][CH:16]=2)[CH:10]=1)=[O:5])C.[OH-].[K+]. (9) Reactant: [C:1]([CH:5]1[CH2:10][CH2:9][CH:8]([N:11]([CH2:22][C:23]2[CH:31]=[CH:30][C:26]([C:27](O)=[O:28])=[CH:25][CH:24]=2)[C:12]2[N:16]([CH3:17])[C:15]3[CH:18]=[CH:19][CH:20]=[CH:21][C:14]=3[N:13]=2)[CH2:7][CH2:6]1)([CH3:4])([CH3:3])[CH3:2].O.[NH:33]1[C:37]([NH2:38])=[N:36][N:35]=[N:34]1.C1C=CC2N(O)N=NC=2C=1.C(Cl)CCl.CCN(C(C)C)C(C)C. Product: [C:1]([CH:5]1[CH2:10][CH2:9][CH:8]([N:11]([CH2:22][C:23]2[CH:31]=[CH:30][C:26]([C:27]([NH:38][C:37]3[NH:36][N:35]=[N:34][N:33]=3)=[O:28])=[CH:25][CH:24]=2)[C:12]2[N:16]([CH3:17])[C:15]3[CH:18]=[CH:19][CH:20]=[CH:21][C:14]=3[N:13]=2)[CH2:7][CH2:6]1)([CH3:4])([CH3:3])[CH3:2]. The catalyst class is: 3.